This data is from Forward reaction prediction with 1.9M reactions from USPTO patents (1976-2016). The task is: Predict the product of the given reaction. (1) Given the reactants C1(=O)[N:5]([CH2:6][CH2:7][CH2:8][O:9][C:10]2[CH:19]=[C:18]3[C:13]([C:14]([NH:20][CH2:21][CH2:22][CH2:23][C:24]4[CH:29]=[CH:28][CH:27]=[CH:26][CH:25]=4)=[N:15][CH:16]=[N:17]3)=[CH:12][CH:11]=2)C(=O)C2=CC=CC=C12.CNN.[N+:39]([C:42]1[CH:47]=[CH:46][CH:45]=[CH:44][C:43]=1[S:48](Cl)(=[O:50])=[O:49])([O-:41])=[O:40], predict the reaction product. The product is: [N+:39]([C:42]1[CH:47]=[CH:46][CH:45]=[CH:44][C:43]=1[S:48]([NH:5][CH2:6][CH2:7][CH2:8][O:9][C:10]1[CH:19]=[C:18]2[C:13]([C:14]([NH:20][CH2:21][CH2:22][CH2:23][C:24]3[CH:25]=[CH:26][CH:27]=[CH:28][CH:29]=3)=[N:15][CH:16]=[N:17]2)=[CH:12][CH:11]=1)(=[O:50])=[O:49])([O-:41])=[O:40]. (2) Given the reactants [NH2:1][CH2:2][C:3]1[C:7]([CH2:8][N:9](C(OC(C)(C)C)=O)C(OC(C)(C)C)=O)=[N:6][N:5]([CH2:24][C@@H:25]2[C@H:28]([NH:29][C:30](=[O:66])/[C:31](=[N:45]\[O:46][C:47]3([C:50]([O:52]C(C4C=CC=CC=4)C4C=CC=CC=4)=[O:51])[CH2:49][CH2:48]3)/[C:32]3[N:33]=[C:34]([NH:37]C(OC(C)(C)C)=O)[S:35][CH:36]=3)[C:27](=[O:67])[N:26]2[S:68]([OH:71])(=[O:70])=[O:69])[N:4]=1.C(O)(C(F)(F)F)=O, predict the reaction product. The product is: [NH2:37][C:34]1[S:35][CH:36]=[C:32](/[C:31](=[N:45]/[O:46][C:47]2([C:50]([OH:52])=[O:51])[CH2:49][CH2:48]2)/[C:30]([NH:29][C@@H:28]2[C:27](=[O:67])[N:26]([S:68]([OH:71])(=[O:69])=[O:70])[C@@H:25]2[CH2:24][N:5]2[N:6]=[C:7]([CH2:8][NH2:9])[C:3]([CH2:2][NH2:1])=[N:4]2)=[O:66])[N:33]=1. (3) Given the reactants [ClH:1].Cl.Cl.[Cl:4][C:5]1[CH:14]=[CH:13][C:12](Cl)=[C:11]2[C:6]=1[CH:7]=[C:8]([C:16]1[C:17]([NH2:33])=[N:18][CH:19]=[C:20]([C:22]3[CH:23]=[N:24][N:25]([CH:27]4[CH2:32][CH2:31][NH:30][CH2:29][CH2:28]4)[CH:26]=3)[CH:21]=1)[N:9]=[CH:10]2.[CH3:34][O:35]C1C=C2C(C=C(OS(C(F)(F)F)(=O)=O)N=C2)=CC=1, predict the reaction product. The product is: [ClH:4].[ClH:1].[ClH:4].[CH3:34][O:35][C:13]1[CH:12]=[C:11]2[C:6]([CH:7]=[C:8]([C:16]3[C:17]([NH2:33])=[N:18][CH:19]=[C:20]([C:22]4[CH:23]=[N:24][N:25]([CH:27]5[CH2:32][CH2:31][NH:30][CH2:29][CH2:28]5)[CH:26]=4)[CH:21]=3)[N:9]=[CH:10]2)=[CH:5][CH:14]=1.